Task: Predict the product of the given reaction.. Dataset: Forward reaction prediction with 1.9M reactions from USPTO patents (1976-2016) The product is: [F:26][C:25]([F:28])([F:27])[CH2:24][O:23][C:17]1[CH:16]=[CH:15][C:14]([O:4][CH2:3][C:2]([F:6])([F:5])[F:1])=[CH:22][C:18]=1[C:19]([OH:21])=[O:20]. Given the reactants [F:1][C:2]([F:6])([F:5])[CH2:3][OH:4].CC(C)([O-])C.[Na+].Br[C:14]1[CH:15]=[CH:16][C:17]([O:23][CH2:24][C:25]([F:28])([F:27])[F:26])=[C:18]([CH:22]=1)[C:19]([OH:21])=[O:20].Cl, predict the reaction product.